The task is: Predict the product of the given reaction.. This data is from Forward reaction prediction with 1.9M reactions from USPTO patents (1976-2016). (1) Given the reactants [CH:1]([C@H:14]1[CH2:20][C@H:19]2[C@H:17]([O:18]2)[CH2:16][O:15]1)([C:8]1[CH:13]=[CH:12][CH:11]=[CH:10][CH:9]=1)[C:2]1[CH:7]=[CH:6][CH:5]=[CH:4][CH:3]=1.[F:21][C:22]1[CH:27]=[CH:26][C:25]([CH2:28][CH2:29][NH2:30])=[CH:24][CH:23]=1, predict the reaction product. The product is: [CH:1]([C@H:14]1[CH2:20][C@H:19]([OH:18])[C@@H:17]([NH:30][CH2:29][CH2:28][C:25]2[CH:26]=[CH:27][C:22]([F:21])=[CH:23][CH:24]=2)[CH2:16][O:15]1)([C:8]1[CH:9]=[CH:10][CH:11]=[CH:12][CH:13]=1)[C:2]1[CH:3]=[CH:4][CH:5]=[CH:6][CH:7]=1. (2) Given the reactants [CH2:1]([O:3][C:4]([C:6]1[C:10]([N+:11]([O-:13])=[O:12])=[CH:9][NH:8][N:7]=1)=[O:5])C.[N+](C1C(C(O)=O)=NNC=1)([O-])=O.S(Cl)(Cl)=O.CO, predict the reaction product. The product is: [CH3:1][O:3][C:4]([C:6]1[C:10]([N+:11]([O-:13])=[O:12])=[CH:9][NH:8][N:7]=1)=[O:5]. (3) Given the reactants [Br:1][C:2]1[CH:10]=[C:9]([Br:11])[CH:8]=[C:7]2[C:3]=1[C:4]([CH2:17][CH2:18][C:19]([O:21]CC)=[O:20])=[C:5]([C:12]([O:14]CC)=[O:13])[NH:6]2.O.O.O.[OH-].[Li+].C(O)C.C(OCC)(=O)C, predict the reaction product. The product is: [C:19]([CH2:18][CH2:17][C:4]1[C:3]2[C:7](=[CH:8][C:9]([Br:11])=[CH:10][C:2]=2[Br:1])[NH:6][C:5]=1[C:12]([OH:14])=[O:13])([OH:21])=[O:20]. (4) Given the reactants NC(N)=O.[CH2:5]([N:7]=[C:8]=[O:9])[CH3:6].[CH3:10][O:11][C:12]([C:14]1[S:33][C:17]2[C:18]3[CH:19]=[CH:20][CH:21]=[C:22]([NH:25][CH2:26][CH:27]4[CH2:32][CH2:31][CH2:30][CH2:29][CH2:28]4)[C:23]=3[S:24][C:16]=2[C:15]=1[O:34][CH2:35][C:36]([O:38][CH2:39][CH3:40])=[O:37])=[O:13], predict the reaction product. The product is: [CH3:10][O:11][C:12]([C:14]1[S:33][C:17]2[C:18]3[CH:19]=[CH:20][CH:21]=[C:22]([N:25]([CH2:26][CH:27]4[CH2:32][CH2:31][CH2:30][CH2:29][CH2:28]4)[C:8]([NH:7][CH2:5][CH3:6])=[O:9])[C:23]=3[S:24][C:16]=2[C:15]=1[O:34][CH2:35][C:36]([O:38][CH2:39][CH3:40])=[O:37])=[O:13].